Predict the product of the given reaction. From a dataset of Forward reaction prediction with 1.9M reactions from USPTO patents (1976-2016). (1) Given the reactants C[O:2][CH2:3][CH2:4][CH2:5][CH2:6][C:7]1([CH2:13][C:14]([N:16]([CH3:18])[CH3:17])=[O:15])[CH2:12][CH2:11][CH2:10][CH:9]=[CH:8]1.N[C@H](C(O)=O)CC1C=C2C(C=CC=C2)=CC=1.C1OCCOCCOCCOCCOC1.B(Br)(Br)Br.C([O-])(O)=O.[Na+], predict the reaction product. The product is: [OH:2][CH2:3][CH2:4][CH2:5][CH2:6][C:7]1([CH2:13][C:14]([N:16]([CH3:17])[CH3:18])=[O:15])[CH2:12][CH2:11][CH2:10][CH:9]=[CH:8]1. (2) Given the reactants [OH:1][CH2:2][CH:3]1[CH2:8][CH2:7][N:6]([C:9]([O:11][C:12]([CH3:15])([CH3:14])[CH3:13])=[O:10])[CH2:5][CH2:4]1.C(N(C(C)C)CC)(C)C.Cl[C:26](Cl)([O:28]C(=O)OC(Cl)(Cl)Cl)Cl.[NH2:37][C:38]1[CH:43]=[CH:42][CH:41]=[CH:40][C:39]=1[C:44]1[S:45][CH:46]=[C:47]([C:49]([O:51][CH2:52][CH3:53])=[O:50])[N:48]=1, predict the reaction product. The product is: [CH2:52]([O:51][C:49]([C:47]1[N:48]=[C:44]([C:39]2[CH:40]=[CH:41][CH:42]=[CH:43][C:38]=2[NH:37][C:26]([O:1][CH2:2][CH:3]2[CH2:8][CH2:7][N:6]([C:9]([O:11][C:12]([CH3:15])([CH3:14])[CH3:13])=[O:10])[CH2:5][CH2:4]2)=[O:28])[S:45][CH:46]=1)=[O:50])[CH3:53]. (3) The product is: [CH3:22][O:21][C:18]1[CH:19]=[CH:20][C:15]([N:13]([CH3:14])[C:11]2[C:10]3[C:5](=[CH:6][CH:7]=[CH:8][CH:9]=3)[N:4]=[C:3]([NH:23][CH2:24][CH2:25][CH2:26][OH:27])[N:12]=2)=[CH:16][CH:17]=1. Given the reactants Cl.Cl[C:3]1[N:12]=[C:11]([N:13]([C:15]2[CH:20]=[CH:19][C:18]([O:21][CH3:22])=[CH:17][CH:16]=2)[CH3:14])[C:10]2[C:5](=[CH:6][CH:7]=[CH:8][CH:9]=2)[N:4]=1.[NH2:23][CH2:24][CH2:25][CH2:26][OH:27].C(Cl)(Cl)Cl, predict the reaction product. (4) Given the reactants [CH3:1][C:2]1[CH:3]=[CH:4][C:5]([C:11]2[CH:16]=[N:15][CH:14]=[CH:13][N:12]=2)=[C:6]([CH:10]=1)[C:7]([OH:9])=[O:8].BrC1N(C)C=CN=1, predict the reaction product. The product is: [CH3:1][C:2]1[CH:3]=[CH:4][C:5]([C:11]2[N:15]([CH3:16])[CH:14]=[CH:13][N:12]=2)=[C:6]([CH:10]=1)[C:7]([OH:9])=[O:8]. (5) Given the reactants C[Si]([N-][Si](C)(C)C)(C)C.[Li+].[Cl:11][C:12]1[CH:17]=[CH:16][C:15]([C:18]2[NH:27][C:26](=[O:28])[C:25]3[C:20](=[CH:21][C:22]([O:31][CH3:32])=[CH:23][C:24]=3[O:29][CH3:30])[N:19]=2)=[C:14](F)[CH:13]=1.[CH:34]([N:37]1[CH2:42][CH2:41][CH:40]([NH2:43])[CH2:39][CH2:38]1)([CH3:36])[CH3:35], predict the reaction product. The product is: [Cl:11][C:12]1[CH:17]=[CH:16][C:15]([C:18]2[NH:27][C:26](=[O:28])[C:25]3[C:20](=[CH:21][C:22]([O:31][CH3:32])=[CH:23][C:24]=3[O:29][CH3:30])[N:19]=2)=[C:14]([NH:43][CH:40]2[CH2:41][CH2:42][N:37]([CH:34]([CH3:36])[CH3:35])[CH2:38][CH2:39]2)[CH:13]=1. (6) Given the reactants Cl.F[C:3]1[C:8]([C:9]2[N:14]=[C:13]([CH3:15])[N:12]=[C:11]([NH2:16])[N:10]=2)=[CH:7][CH:6]=[CH:5][N:4]=1.[NH:17]1[C:25]2[CH:24]=[CH:23][CH:22]=[C:21]([NH2:26])[C:20]=2[CH:19]=[CH:18]1.O1CCOCC1, predict the reaction product. The product is: [NH2:16][C:11]1[N:12]=[C:13]([CH3:15])[N:14]=[C:9]([C:8]2[C:3]([NH:26][C:21]3[C:20]4[CH:19]=[CH:18][NH:17][C:25]=4[CH:24]=[CH:23][CH:22]=3)=[N:4][CH:5]=[CH:6][CH:7]=2)[N:10]=1.